This data is from Reaction yield outcomes from USPTO patents with 853,638 reactions. The task is: Predict the reaction yield, written as a fraction of the theoretical maximum amount of product (1.0 means a 100% yield; for example, 0.34 means a 34% yield). The reactants are [O:1]=[C:2]1[CH2:10][CH2:9][CH2:8][C:7]2[NH:6][N:5]=[C:4]([C:11]([O:13][CH2:14][CH3:15])=[O:12])[C:3]1=2.[Br:16][C:17]1[CH:18]=[C:19](B(O)O)[CH:20]=[CH:21][CH:22]=1. No catalyst specified. The product is [Br:16][C:17]1[CH:22]=[C:21]([N:6]2[C:7]3[CH2:8][CH2:9][CH2:10][C:2](=[O:1])[C:3]=3[C:4]([C:11]([O:13][CH2:14][CH3:15])=[O:12])=[N:5]2)[CH:20]=[CH:19][CH:18]=1. The yield is 0.190.